Dataset: NCI-60 drug combinations with 297,098 pairs across 59 cell lines. Task: Regression. Given two drug SMILES strings and cell line genomic features, predict the synergy score measuring deviation from expected non-interaction effect. (1) Drug 1: C1=CC=C(C=C1)NC(=O)CCCCCCC(=O)NO. Drug 2: CCC1(CC2CC(C3=C(CCN(C2)C1)C4=CC=CC=C4N3)(C5=C(C=C6C(=C5)C78CCN9C7C(C=CC9)(C(C(C8N6C)(C(=O)OC)O)OC(=O)C)CC)OC)C(=O)OC)O.OS(=O)(=O)O. Cell line: TK-10. Synergy scores: CSS=0.301, Synergy_ZIP=1.48, Synergy_Bliss=2.26, Synergy_Loewe=-1.98, Synergy_HSA=-0.662. (2) Drug 1: C1=CC(=C2C(=C1NCCNCCO)C(=O)C3=C(C=CC(=C3C2=O)O)O)NCCNCCO. Drug 2: CC1C(C(CC(O1)OC2CC(CC3=C2C(=C4C(=C3O)C(=O)C5=C(C4=O)C(=CC=C5)OC)O)(C(=O)C)O)N)O.Cl. Cell line: HOP-92. Synergy scores: CSS=40.9, Synergy_ZIP=-3.59, Synergy_Bliss=-0.816, Synergy_Loewe=-2.16, Synergy_HSA=3.76. (3) Drug 1: CC1=C(C(CCC1)(C)C)C=CC(=CC=CC(=CC(=O)O)C)C. Drug 2: CNC(=O)C1=NC=CC(=C1)OC2=CC=C(C=C2)NC(=O)NC3=CC(=C(C=C3)Cl)C(F)(F)F. Cell line: LOX IMVI. Synergy scores: CSS=22.4, Synergy_ZIP=12.0, Synergy_Bliss=9.66, Synergy_Loewe=5.54, Synergy_HSA=5.49. (4) Cell line: NCI-H226. Synergy scores: CSS=4.22, Synergy_ZIP=-2.62, Synergy_Bliss=-1.22, Synergy_Loewe=-1.12, Synergy_HSA=-0.847. Drug 1: CC1=C(C(CCC1)(C)C)C=CC(=CC=CC(=CC(=O)O)C)C. Drug 2: CCCCCOC(=O)NC1=NC(=O)N(C=C1F)C2C(C(C(O2)C)O)O. (5) Drug 1: CC1=C(C(CCC1)(C)C)C=CC(=CC=CC(=CC(=O)O)C)C. Drug 2: CN(CCCl)CCCl.Cl. Cell line: TK-10. Synergy scores: CSS=13.1, Synergy_ZIP=-7.15, Synergy_Bliss=-3.54, Synergy_Loewe=-1.50, Synergy_HSA=-1.44. (6) Synergy scores: CSS=41.3, Synergy_ZIP=-0.220, Synergy_Bliss=-3.06, Synergy_Loewe=-63.9, Synergy_HSA=-3.56. Drug 2: C1=NC2=C(N=C(N=C2N1C3C(C(C(O3)CO)O)O)F)N. Drug 1: CCC1(CC2CC(C3=C(CCN(C2)C1)C4=CC=CC=C4N3)(C5=C(C=C6C(=C5)C78CCN9C7C(C=CC9)(C(C(C8N6C=O)(C(=O)OC)O)OC(=O)C)CC)OC)C(=O)OC)O.OS(=O)(=O)O. Cell line: SK-MEL-5. (7) Drug 2: CCCCCOC(=O)NC1=NC(=O)N(C=C1F)C2C(C(C(O2)C)O)O. Drug 1: CCC1(CC2CC(C3=C(CCN(C2)C1)C4=CC=CC=C4N3)(C5=C(C=C6C(=C5)C78CCN9C7C(C=CC9)(C(C(C8N6C=O)(C(=O)OC)O)OC(=O)C)CC)OC)C(=O)OC)O.OS(=O)(=O)O. Synergy scores: CSS=20.6, Synergy_ZIP=-4.05, Synergy_Bliss=3.29, Synergy_Loewe=-12.0, Synergy_HSA=1.12. Cell line: SN12C. (8) Drug 1: CC1=C2C(C(=O)C3(C(CC4C(C3C(C(C2(C)C)(CC1OC(=O)C(C(C5=CC=CC=C5)NC(=O)OC(C)(C)C)O)O)OC(=O)C6=CC=CC=C6)(CO4)OC(=O)C)OC)C)OC. Drug 2: C1CC(C1)(C(=O)O)C(=O)O.[NH2-].[NH2-].[Pt+2]. Cell line: UACC-257. Synergy scores: CSS=31.6, Synergy_ZIP=3.91, Synergy_Bliss=4.75, Synergy_Loewe=5.25, Synergy_HSA=8.41. (9) Cell line: NCI-H226. Synergy scores: CSS=0.338, Synergy_ZIP=-1.78, Synergy_Bliss=-4.32, Synergy_Loewe=-5.10, Synergy_HSA=-4.44. Drug 1: CC1C(C(CC(O1)OC2CC(CC3=C2C(=C4C(=C3O)C(=O)C5=C(C4=O)C(=CC=C5)OC)O)(C(=O)CO)O)N)O.Cl. Drug 2: COCCOC1=C(C=C2C(=C1)C(=NC=N2)NC3=CC=CC(=C3)C#C)OCCOC.Cl.